From a dataset of Peptide-MHC class I binding affinity with 185,985 pairs from IEDB/IMGT. Regression. Given a peptide amino acid sequence and an MHC pseudo amino acid sequence, predict their binding affinity value. This is MHC class I binding data. (1) The peptide sequence is LATLKDMWK. The MHC is HLA-B08:01 with pseudo-sequence HLA-B08:01. The binding affinity (normalized) is 0.0847. (2) The peptide sequence is MSQMPPHPY. The MHC is HLA-A02:19 with pseudo-sequence HLA-A02:19. The binding affinity (normalized) is 0.0847. (3) The peptide sequence is YLLSGSDLFI. The MHC is HLA-A02:01 with pseudo-sequence HLA-A02:01. The binding affinity (normalized) is 1.00. (4) The peptide sequence is MIIGEPIIV. The MHC is HLA-A02:03 with pseudo-sequence HLA-A02:03. The binding affinity (normalized) is 0.792. (5) The peptide sequence is MVFQNYALY. The MHC is HLA-A11:01 with pseudo-sequence HLA-A11:01. The binding affinity (normalized) is 0.540. (6) The peptide sequence is ILKGKFQTA. The MHC is HLA-B35:01 with pseudo-sequence HLA-B35:01. The binding affinity (normalized) is 0.0847. (7) The peptide sequence is GYLKPTTFM. The MHC is HLA-A26:01 with pseudo-sequence HLA-A26:01. The binding affinity (normalized) is 0.